Dataset: Forward reaction prediction with 1.9M reactions from USPTO patents (1976-2016). Task: Predict the product of the given reaction. (1) Given the reactants [CH3:1][S:2]([C:5]1[CH:10]=[CH:9][C:8]([C:11]2[CH:16]=[CH:15][C:14]([OH:17])=[C:13](O)[CH:12]=2)=[CH:7][CH:6]=1)(=[O:4])=[O:3].[C:19](=[O:22])([O-])[O-].[K+].[K+].[CH2:25](Br)[C:26]1[CH:31]=[CH:30][CH:29]=[CH:28][CH:27]=1, predict the reaction product. The product is: [CH3:1][S:2]([C:5]1[CH:10]=[CH:9][C:8]([C:11]2[CH:16]=[CH:15][C:14]([O:17][CH2:25][C:26]3[CH:31]=[CH:30][CH:29]=[CH:28][CH:27]=3)=[C:13]([O:22][CH2:19][C:5]3[CH:10]=[CH:9][CH:8]=[CH:7][CH:6]=3)[CH:12]=2)=[CH:7][CH:6]=1)(=[O:4])=[O:3]. (2) Given the reactants FC(F)(F)C(O)=O.ClC1C=C2C(=C(C(OCC3(C4C=CC(F)=CC=4)CCN(C)CC3)C(OC)=O)C=1)NN=C2.[Cl:39][C:40]1[CH:41]=[C:42]2[C:46](=[C:47]([CH:49]([C:72]#[N:73])[O:50][CH2:51][C:52]3([C:65]4[CH:70]=[CH:69][C:68]([F:71])=[CH:67][CH:66]=4)[CH2:57][CH2:56][N:55]([C:58](OC(C)(C)C)=O)[CH2:54][CH2:53]3)[CH:48]=1)[NH:45][N:44]=[CH:43]2, predict the reaction product. The product is: [Cl:39][C:40]1[CH:41]=[C:42]2[C:46](=[C:47]([CH:49]([O:50][CH2:51][C:52]3([C:65]4[CH:70]=[CH:69][C:68]([F:71])=[CH:67][CH:66]=4)[CH2:53][CH2:54][N:55]([CH3:58])[CH2:56][CH2:57]3)[C:72]#[N:73])[CH:48]=1)[NH:45][N:44]=[CH:43]2. (3) Given the reactants [C:1]([CH2:6][C:7]([O:9][CH3:10])=[O:8])(=[O:5])[CH:2]([CH3:4])[CH3:3].[F:11][C:12]1[CH:19]=[CH:18][C:15]([C:16]#[N:17])=[CH:14][CH:13]=1, predict the reaction product. The product is: [NH2:17][C:16](=[C:6]([C:1](=[O:5])[CH:2]([CH3:4])[CH3:3])[C:7]([O:9][CH3:10])=[O:8])[C:15]1[CH:18]=[CH:19][C:12]([F:11])=[CH:13][CH:14]=1. (4) Given the reactants [C:1]([Si:5]([CH3:18])([CH3:17])OCCOC1C=C(I)C=CN=1)([CH3:4])([CH3:3])[CH3:2].[CH:19]([Mg]Cl)([CH3:21])[CH3:20].CON(C)[C:27]([C:29]1[C:34]([N:35]([S:39]([C:42]2[CH:47]=[CH:46][C:45]([Cl:48])=[C:44]([C:49]([F:52])([F:51])[F:50])[CH:43]=2)(=[O:41])=[O:40])[CH2:36][O:37][CH3:38])=[CH:33][C:32]([Cl:53])=[CH:31][N:30]=1)=[O:28].[Cl-].[NH4+:56].[CH2:57]1[CH2:61][O:60][CH2:59][CH2:58]1, predict the reaction product. The product is: [C:1]([Si:5]([CH3:18])([CH3:17])[O:60][CH2:59][CH2:58][C:57]1[CH:61]=[C:21]([C:27]([C:29]2[C:34]([N:35]([CH2:36][O:37][CH3:38])[S:39]([C:42]3[CH:47]=[CH:46][C:45]([Cl:48])=[C:44]([C:49]([F:52])([F:51])[F:50])[CH:43]=3)(=[O:41])=[O:40])=[CH:33][C:32]([Cl:53])=[CH:31][N:30]=2)=[O:28])[CH:19]=[CH:20][N:56]=1)([CH3:4])([CH3:3])[CH3:2]. (5) Given the reactants [CH:1]([N:14]1[CH2:19][CH2:18][N:17]([CH2:20][CH:21]2[O:25][C:24](=[O:26])[N:23]([CH2:27][C:28]3C=CC(F)=C[CH:29]=3)[CH2:22]2)[CH2:16][CH2:15]1)([C:8]1[CH:13]=[CH:12][CH:11]=[CH:10][CH:9]=1)[C:2]1[CH:7]=[CH:6][CH:5]=[CH:4][CH:3]=1.CC1C=CC(S(OC)(=O)=O)=CC=1.CC1C=CC(S(OCC2OC(=O)N(CC3C=CC(F)=CC=3)C2)(=O)=O)=CC=1, predict the reaction product. The product is: [CH:1]([N:14]1[CH2:19][CH2:18][N:17]([CH2:20][CH:21]2[O:25][C:24](=[O:26])[N:23]([CH2:27][CH2:28][CH3:29])[CH2:22]2)[CH2:16][CH2:15]1)([C:8]1[CH:9]=[CH:10][CH:11]=[CH:12][CH:13]=1)[C:2]1[CH:7]=[CH:6][CH:5]=[CH:4][CH:3]=1. (6) Given the reactants [S:1]1[CH:5]=[CH:4][CH:3]=[C:2]1[C:6]([C:8]1[CH:9]=[N:10][N:11]2[C:16]([C:17]3[CH:18]=[C:19]([CH:22]=[CH:23][CH:24]=3)[C:20]#[N:21])=[CH:15][CH:14]=[N:13][C:12]=12)=[O:7].[N-:25]=[N+:26]=[N-:27].[Na+], predict the reaction product. The product is: [NH:25]1[C:20]([C:19]2[CH:18]=[C:17]([C:16]3[N:11]4[N:10]=[CH:9][C:8]([C:6]([C:2]5[S:1][CH:5]=[CH:4][CH:3]=5)=[O:7])=[C:12]4[N:13]=[CH:14][CH:15]=3)[CH:24]=[CH:23][CH:22]=2)=[N:21][N:27]=[N:26]1.